Dataset: Forward reaction prediction with 1.9M reactions from USPTO patents (1976-2016). Task: Predict the product of the given reaction. (1) Given the reactants [CH3:1][C:2]1[CH:3]=[C:4]([OH:8])[CH:5]=[CH:6][CH:7]=1.Cl[C:10]1[C:19]2[C:14](=[CH:15][CH:16]=[CH:17][CH:18]=2)[CH:13]=[C:12]([NH:20][C:21]2[CH:25]=[C:24]([CH3:26])[NH:23][N:22]=2)[N:11]=1, predict the reaction product. The product is: [CH3:26][C:24]1[NH:23][N:22]=[C:21]([NH:20][C:12]2[N:11]=[C:10]([O:8][C:4]3[CH:3]=[C:2]([CH3:1])[CH:7]=[CH:6][CH:5]=3)[C:19]3[C:14]([CH:13]=2)=[CH:15][CH:16]=[CH:17][CH:18]=3)[CH:25]=1. (2) Given the reactants [N:1]1([C:6]2[CH:7]=[C:8]3[C:13](=[CH:14][CH:15]=2)[N:12]=[C:11]([C:16]2[CH:21]=[CH:20][CH:19]=[CH:18][CH:17]=2)[N:10]=[CH:9]3)[CH:5]=[CH:4][N:3]=[CH:2]1.[C:22]([OH:27])(=[O:26])[C:23]([OH:25])=[O:24], predict the reaction product. The product is: [C:22]([OH:27])(=[O:26])[C:23]([OH:25])=[O:24].[N:1]1([C:6]2[CH:7]=[C:8]3[C:13](=[CH:14][CH:15]=2)[N:12]=[C:11]([C:16]2[CH:21]=[CH:20][CH:19]=[CH:18][CH:17]=2)[N:10]=[CH:9]3)[CH:5]=[CH:4][N:3]=[CH:2]1. (3) Given the reactants [OH:1][C:2]1[NH:3][C:4]2[C:9]([N:10]=1)=[C:8]([N:11]=[CH:12][N:13]([CH3:15])[CH3:14])[N:7]=[C:6]([S:16][CH2:17][CH2:18][CH2:19][CH2:20][CH3:21])[N:5]=2.C(O[CH:26]1[O:48][C@H:47]([CH2:49][O:50][C:51](=[O:58])[C:52]2[CH:57]=[CH:56][CH:55]=[CH:54][CH:53]=2)[C@@H:37]([O:38][C:39](=[O:46])[C:40]2[CH:45]=[CH:44][CH:43]=[CH:42][CH:41]=2)[C@H:27]1[O:28][C:29](=[O:36])[C:30]1[CH:35]=[CH:34][CH:33]=[CH:32][CH:31]=1)(=O)C.C[Si](C)(C)N([Si](C)(C)C)C(=O)C.[Sn](Cl)(Cl)(Cl)Cl, predict the reaction product. The product is: [CH3:15][N:13](/[CH:12]=[N:11]/[C:8]1[N:7]=[C:6]([S:16][CH2:17][CH2:18][CH2:19][CH2:20][CH3:21])[N:5]=[C:4]2[C:9]=1[N:10]=[C:2]([OH:1])[N:3]2[C@@H:26]1[O:48][C@H:47]([CH2:49][O:50][C:51](=[O:58])[C:52]2[CH:57]=[CH:56][CH:55]=[CH:54][CH:53]=2)[C@@H:37]([O:38][C:39](=[O:46])[C:40]2[CH:45]=[CH:44][CH:43]=[CH:42][CH:41]=2)[C@H:27]1[O:28][C:29](=[O:36])[C:30]1[CH:31]=[CH:32][CH:33]=[CH:34][CH:35]=1)[CH3:14]. (4) Given the reactants [CH2:1]([C@@H:8]1[CH2:12][O:11][C:10](=[O:13])[N:9]1[C:14](=[O:19])[CH2:15][CH:16]([CH3:18])[CH3:17])[C:2]1[CH:7]=[CH:6][CH:5]=[CH:4][CH:3]=1.CCN(C(C)C)C(C)C.Cl[CH2:30][O:31][CH2:32][C:33]1[CH:38]=[CH:37][CH:36]=[CH:35][CH:34]=1, predict the reaction product. The product is: [CH2:1]([C@@H:8]1[CH2:12][O:11][C:10](=[O:13])[N:9]1[C:14](=[O:19])[C@H:15]([CH2:30][O:31][CH2:32][C:33]1[CH:38]=[CH:37][CH:36]=[CH:35][CH:34]=1)[CH:16]([CH3:17])[CH3:18])[C:2]1[CH:3]=[CH:4][CH:5]=[CH:6][CH:7]=1. (5) Given the reactants [C:1]([O:5][C:6]([N:8]1[CH2:13][CH2:12][N:11]([C:14]2[CH:19]=[CH:18][C:17]([C:20]3[CH:21]=[C:22]4[C:28](I)=[CH:27][N:26]([C:30]([O:32][C:33]([CH3:36])([CH3:35])[CH3:34])=[O:31])[C:23]4=[N:24][CH:25]=3)=[CH:16][C:15]=2[NH:37][S:38]([CH3:41])(=[O:40])=[O:39])[CH2:10][CH2:9]1)=[O:7])([CH3:4])([CH3:3])[CH3:2].[CH2:42]([N:50]1[CH:54]=[C:53](B2OC(C)(C)C(C)(C)O2)[CH:52]=[N:51]1)[CH2:43][C:44]1[CH:49]=[CH:48][CH:47]=[CH:46][CH:45]=1.C(=O)([O-])[O-].[Na+].[Na+], predict the reaction product. The product is: [C:1]([O:5][C:6]([N:8]1[CH2:13][CH2:12][N:11]([C:14]2[CH:19]=[CH:18][C:17]([C:20]3[CH:21]=[C:22]4[C:28]([C:53]5[CH:52]=[N:51][N:50]([CH2:42][CH2:43][C:44]6[CH:49]=[CH:48][CH:47]=[CH:46][CH:45]=6)[CH:54]=5)=[CH:27][N:26]([C:30]([O:32][C:33]([CH3:36])([CH3:35])[CH3:34])=[O:31])[C:23]4=[N:24][CH:25]=3)=[CH:16][C:15]=2[NH:37][S:38]([CH3:41])(=[O:40])=[O:39])[CH2:10][CH2:9]1)=[O:7])([CH3:4])([CH3:3])[CH3:2]. (6) Given the reactants CC1(C)O[C@H](CN2C=CC(N[C:14](=[O:35])[C@@H:15]([N:20]3[CH2:24][C:23]([O:25][C:26]4[CH:31]=[CH:30][CH:29]=[C:28](Br)[C:27]=4[F:33])=[CH:22][C:21]3=[O:34])[CH2:16][CH:17]([CH3:19])[CH3:18])=N2)CO1.C1(P(C2C=CC=CC=2)C2C=CC3C(=CC=CC=3)C=2C2C3C(=CC=CC=3)C=CC=2P(C2C=CC=CC=2)C2C=CC=CC=2)C=CC=CC=1.C(=O)([O-])[O-].[Cs+].[Cs+].[CH3:89][NH:90][CH3:91].[O:92]1CC[CH2:94][CH2:93]1, predict the reaction product. The product is: [CH2:93]([O:92][C:14](=[O:35])[C@@H:15]([N:20]1[CH2:24][C:23]([O:25][C:26]2[CH:31]=[CH:30][CH:29]=[C:28]([N:90]([CH3:91])[CH3:89])[C:27]=2[F:33])=[CH:22][C:21]1=[O:34])[CH2:16][CH:17]([CH3:18])[CH3:19])[CH3:94]. (7) Given the reactants [C:1]([O:5][CH:6]([C:11]1[N:12]=[C:13]2[CH:18]=[CH:17][CH:16]=[CH:15][N:14]2[CH:19]=1)[C:7]([O:9][CH3:10])=[O:8])([CH3:4])([CH3:3])[CH3:2].[Br:20]N1C(=O)CCC1=O, predict the reaction product. The product is: [Br:20][C:19]1[N:14]2[CH:15]=[CH:16][CH:17]=[CH:18][C:13]2=[N:12][C:11]=1[CH:6]([O:5][C:1]([CH3:4])([CH3:2])[CH3:3])[C:7]([O:9][CH3:10])=[O:8]. (8) Given the reactants I[C:2]1[N:3]=[CH:4][N:5]2[CH:9]=[CH:8][S:7][C:6]=12.C[Mg]Br.O1CCCC1.[Br:18][C:19]1[CH:20]=[N:21][CH:22]=[C:23]([CH:25]=[O:26])[CH:24]=1, predict the reaction product. The product is: [Br:18][C:19]1[CH:24]=[C:23]([CH:25]([OH:26])[C:2]2[N:3]=[CH:4][N:5]3[CH:9]=[CH:8][S:7][C:6]=23)[CH:22]=[N:21][CH:20]=1. (9) Given the reactants [F:1][C:2]1[CH:7]=[CH:6][C:5]([C:8](=O)[CH2:9][C:10]([O:12][CH2:13][CH3:14])=[O:11])=[CH:4][CH:3]=1.[Br-].[Br-].[Br-].C([N+](CCCC)(CCCC)CCCC)CCC.C([N+](CCCC)(CCCC)CCCC)CCC.C([N+](CCCC)(CCCC)CCCC)CCC.[Br:70][C:71]1[CH:72]=[CH:73][C:74]([NH2:77])=[N:75][CH:76]=1, predict the reaction product. The product is: [Br:70][C:71]1[CH:72]=[CH:73][C:74]2[N:75]([C:9]([C:10]([O:12][CH2:13][CH3:14])=[O:11])=[C:8]([C:5]3[CH:6]=[CH:7][C:2]([F:1])=[CH:3][CH:4]=3)[N:77]=2)[CH:76]=1. (10) Given the reactants [C:1]([C:3]1[CH:11]=[CH:10][CH:9]=[C:8]2[C:4]=1[CH2:5][CH2:6][C@@H:7]2[NH:12][C:13](=[O:19])[O:14][C:15]([CH3:18])([CH3:17])[CH3:16])#[N:2].[H-].[Na+].Cl[CH2:23][C:24]([N:26]([CH3:28])[CH3:27])=[O:25], predict the reaction product. The product is: [C:1]([C:3]1[CH:11]=[CH:10][CH:9]=[C:8]2[C:4]=1[CH2:5][CH2:6][C@@H:7]2[N:12]([CH2:23][C:24]([N:26]([CH3:28])[CH3:27])=[O:25])[C:13](=[O:19])[O:14][C:15]([CH3:16])([CH3:18])[CH3:17])#[N:2].